Dataset: Catalyst prediction with 721,799 reactions and 888 catalyst types from USPTO. Task: Predict which catalyst facilitates the given reaction. (1) Reactant: [CH:1]1([S:7]([C:10]2[CH:15]=[CH:14][CH:13]=[CH:12][CH:11]=2)(=[O:9])=[O:8])[CH2:6][CH2:5][CH2:4][CH:3]=[CH:2]1.[Li]CCCC.[CH3:21][CH2:22][CH2:23][CH2:24][CH2:25][CH3:26].C([CH:34](Br)[CH2:35][O:36][CH2:37]C(Br)CC1C=CC=CC=1)C1C=CC=CC=1. Product: [C:10]1([S:7]([C:1]2([CH2:34][CH2:35][O:36][CH2:37][C:23]3[CH:22]=[CH:21][CH:26]=[CH:25][CH:24]=3)[CH2:6][CH2:5][CH2:4][CH:3]=[CH:2]2)(=[O:8])=[O:9])[CH:15]=[CH:14][CH:13]=[CH:12][CH:11]=1. The catalyst class is: 1. (2) Reactant: [Cl:1][C:2]1[C:3]([O:12][C:13]2[CH:18]=[C:17]([O:19][CH2:20][CH2:21][O:22][Si:23]([CH:30]([CH3:32])[CH3:31])([CH:27]([CH3:29])[CH3:28])[CH:24]([CH3:26])[CH3:25])[CH:16]=[CH:15][C:14]=2/[CH:33]=[CH:34]/[C:35]([OH:37])=O)=[N:4][CH:5]=[C:6]([C:8]([F:11])([F:10])[F:9])[CH:7]=1.Cl.C(N=C=NCCCN(C)C)C.[CH2:50]([S:55]([NH2:58])(=[O:57])=[O:56])[CH2:51][CH2:52][CH2:53][CH3:54].Cl. Product: [Cl:1][C:2]1[C:3]([O:12][C:13]2[CH:18]=[C:17]([O:19][CH2:20][CH2:21][O:22][Si:23]([CH:27]([CH3:28])[CH3:29])([CH:30]([CH3:32])[CH3:31])[CH:24]([CH3:26])[CH3:25])[CH:16]=[CH:15][C:14]=2/[CH:33]=[CH:34]/[C:35]([NH:58][S:55]([CH2:50][CH2:51][CH2:52][CH2:53][CH3:54])(=[O:57])=[O:56])=[O:37])=[N:4][CH:5]=[C:6]([C:8]([F:11])([F:10])[F:9])[CH:7]=1. The catalyst class is: 766.